Dataset: Experimentally validated miRNA-target interactions with 360,000+ pairs, plus equal number of negative samples. Task: Binary Classification. Given a miRNA mature sequence and a target amino acid sequence, predict their likelihood of interaction. (1) The miRNA is mmu-miR-212-5p with sequence ACCUUGGCUCUAGACUGCUUACU. The protein sequence of the target gene is MEHPSKMEFFQKLGYDREDVLRVLGKLGEGALVNDVLQELIRTGSRPGALEHPAAPRLVPRGSCGVPDSAQRGPGTALEEDFRTLASSLRPIVIDGSNVAMSHGNKETFSCRGIKLAVDWFRDRGHTYIKVFVPSWRKDPPRADTPIREQHVLAELERQAVLVYTPSRKVHGKRLVCYDDRYIVKVAYEQDGVIVSNDNYRDLQSENPEWKWFIEQRLLMFSFVNDRFMPPDDPLGRHGPSLSNFLSRKPKPPEPSWQHCPYGKKCTYGIKCKFYHPERPHHAQLAVADELRAKTGARPG.... Result: 0 (no interaction). (2) The miRNA is hsa-miR-4666a-5p with sequence AUACAUGUCAGAUUGUAUGCC. The protein sequence of the target gene is MRGPEPGPQPTMEGDVLDTLEALGYKGPLLEEQALTKAAEGGLSSPEFSELCIWLGSQIKSLCNLEESITSAGRDDLESFQLEISGFLKEMACPYSVLISGDIKDRLKKKEDCLKLLLFLSTELQASQILQNKKHKNSQLDKNSEVYQEVQAMFDTLGIPKSTTSDIPHMLNQVESKVKDILSKVQKNHVGKPLLKMDLNSEQAEQLERINDALSCEYECRRRMLMKRLDVTVQSFGWSDRAKVKTDDIARIYQPKRYALSPKTTITMAHLLAAREDLSKIIRTSSGTSREKTACAINKV.... Result: 1 (interaction). (3) The miRNA is mmu-miR-467d-3p with sequence AUAUACAUACACACACCUACAC. The protein sequence of the target gene is MWPQPYLPPHPMMLEESRQNKLAAAKKKLKEYQQRKSPGIPAGAKTKKKKTDSSPETTTSGGGHSPGDSQYQELAVALESSSVTINQLNENIESLKQQKKQVEHQLEEAKKTNNEIHKAQMEQLETINILTLEKADLKTTLYHTKRAARHFEEESKDLAGRLQYSLQRIQELERALSAVSTQQQEEDRSSSCREAVLQRRLQQTIKERALLNAHVTQVTESLKQVQLERDEYAKHIKGERARWQERMWKMSVEARTLKEEKKRDIHRIQELERSLSELKNQMAEPPSLAPPAVTSVVEQL.... Result: 0 (no interaction). (4) The miRNA is hsa-miR-124-3p with sequence UAAGGCACGCGGUGAAUGCCAA. The protein sequence of the target gene is MGSQTMAVALPRDLRQDANLAKRRHAELCRQKRVFNARNRIIGGDTEAWDVQVHDQKIKEATEKARHETFAAEMRQNDKIMCILENRKKRDRKNLCRAINDFQQSFQKPETRREFDLSDPLALKKDLPARQSDNDVRNTISGMQKFMGEDLNFHERKKFQEEQNREWSLQQQREWKNARAEQKCAEALYTETRLQFDETAKHLQKLESTTRKAVCASVKDFNKSQAIESVERKKQEKKQEQEDNLAEITNLLRGDLLSENPQQAASSFGPHRVVPDRWKGMTQEQLEQIRLVQKQQIQEK.... Result: 1 (interaction).